Dataset: Forward reaction prediction with 1.9M reactions from USPTO patents (1976-2016). Task: Predict the product of the given reaction. (1) Given the reactants Cl[S:2]([CH2:5][CH2:6][CH2:7][NH:8][C:9](=[O:11])[CH3:10])(=[O:4])=[O:3].C(N(CC)CC)C.[OH:19][CH2:20][C:21]([CH3:38])([CH3:37])[C@@H:22]([O:29][Si:30]([CH3:36])([CH3:35])[C:31]([CH3:34])([CH3:33])[CH3:32])/[CH:23]=[CH:24]/[C:25]([O:27][CH3:28])=[O:26], predict the reaction product. The product is: [C:9]([NH:8][CH2:7][CH2:6][CH2:5][S:2]([O:19][CH2:20][C:21]([CH3:38])([CH3:37])[C@@H:22]([O:29][Si:30]([CH3:36])([CH3:35])[C:31]([CH3:32])([CH3:34])[CH3:33])/[CH:23]=[CH:24]/[C:25]([O:27][CH3:28])=[O:26])(=[O:4])=[O:3])(=[O:11])[CH3:10]. (2) Given the reactants [CH3:1][C:2]1([CH3:24])[N:11]2[CH:12]3[CH2:17][CH2:16][N:15](C(OCC)=O)[CH2:14][CH:13]3[C:9]3[C:10]2=[C:5]([CH:6]=[CH:7][CH:8]=3)[N:4]([CH3:23])[CH2:3]1.[OH-].[K+], predict the reaction product. The product is: [CH3:1][C:2]1([CH3:24])[N:11]2[CH:12]3[CH2:17][CH2:16][NH:15][CH2:14][CH:13]3[C:9]3[C:10]2=[C:5]([CH:6]=[CH:7][CH:8]=3)[N:4]([CH3:23])[CH2:3]1. (3) The product is: [Cl:1][C:2]1[CH:7]=[CH:6][CH:5]=[C:4]([F:8])[C:3]=1[C:9]1[NH:10][C:11](=[O:22])[N:12]([C:14]2[CH:19]=[CH:18][C:17]([C:20]#[C:21][C:29]3[CH:28]=[CH:27][N:26]=[CH:25][C:24]=3[Cl:23])=[CH:16][CH:15]=2)[N:13]=1. Given the reactants [Cl:1][C:2]1[CH:7]=[CH:6][CH:5]=[C:4]([F:8])[C:3]=1[C:9]1[NH:10][C:11](=[O:22])[N:12]([C:14]2[CH:19]=[CH:18][C:17]([C:20]#[CH:21])=[CH:16][CH:15]=2)[N:13]=1.[Cl:23][C:24]1[CH:25]=[N:26][CH:27]=[CH:28][C:29]=1I.CCCC[N+](CCCC)(CCCC)CCCC.[F-], predict the reaction product. (4) Given the reactants CN1CCOCC1.CN(C(ON1N=NC2C=CC=CC1=2)=[N+](C)C)C.[B-](F)(F)(F)F.[Cl:30][C:31]1[CH:32]=[C:33]2[C:37](=[C:38]([C:41]([OH:43])=O)[C:39]=1[F:40])[NH:36][CH:35]=[CH:34]2.[F:44][C:45]([F:68])([F:67])[C:46]1[CH:47]=[C:48]([CH2:52][CH2:53][NH:54][CH2:55][C:56]2[CH:61]=[CH:60][C:59]([C:62]3([C:65]#[N:66])[CH2:64][CH2:63]3)=[CH:58][CH:57]=2)[CH:49]=[CH:50][CH:51]=1, predict the reaction product. The product is: [C:65]([C:62]1([C:59]2[CH:58]=[CH:57][C:56]([CH2:55][N:54]([CH2:53][CH2:52][C:48]3[CH:49]=[CH:50][CH:51]=[C:46]([C:45]([F:67])([F:68])[F:44])[CH:47]=3)[C:41]([C:38]3[C:39]([F:40])=[C:31]([Cl:30])[CH:32]=[C:33]4[C:37]=3[NH:36][CH:35]=[CH:34]4)=[O:43])=[CH:61][CH:60]=2)[CH2:64][CH2:63]1)#[N:66]. (5) The product is: [CH2:2]([O:4][C:5]([C:7]1[NH:8][C:9]2[C:14]([CH:15]=1)=[CH:13][C:12]([CH:16]1[CH2:21][CH2:20][N:19]([CH:22]([CH3:23])[CH3:24])[CH2:18][CH2:17]1)=[CH:11][CH:10]=2)=[O:6])[CH3:3]. Given the reactants [Br-].[CH2:2]([O:4][C:5]([C:7]1[NH:8][C:9]2[C:14]([CH:15]=1)=[CH:13][C:12]([C:16]1[CH:21]=[CH:20][N+:19]([CH:22]([CH3:24])[CH3:23])=[CH:18][CH:17]=1)=[CH:11][CH:10]=2)=[O:6])[CH3:3], predict the reaction product. (6) Given the reactants [N:1]1[C:6]2[NH:7][CH:8]=[CH:9][C:5]=2[C:4]([C:10]2[CH:11]=[C:12]([CH:15]=[O:16])[O:13][CH:14]=2)=[N:3][CH:2]=1.P([O-])(O)(O)=[O:18].[Na+].Cl([O-])=O.[Na+], predict the reaction product. The product is: [N:1]1[C:6]2[NH:7][CH:8]=[CH:9][C:5]=2[C:4]([C:10]2[CH:11]=[C:12]([C:15]([OH:18])=[O:16])[O:13][CH:14]=2)=[N:3][CH:2]=1. (7) Given the reactants [C:1](N1C=CN=C1)(N1C=CN=C1)=[O:2].[O:13]1[CH2:18][CH2:17][CH:16]([NH2:19])[CH2:15][CH2:14]1.Cl.Cl.C([O:30][CH2:31][CH2:32][O:33][CH2:34][CH2:35][N:36]1[C:44]2[C:43]([NH:45][C:46]3[CH:51]=[CH:50][C:49]([O:52][C:53]4[CH:58]=[CH:57][CH:56]=[C:55]([NH2:59])[CH:54]=4)=[C:48]([Cl:60])[CH:47]=3)=[N:42][CH:41]=[N:40][C:39]=2[CH:38]=[CH:37]1)(=O)C1C=CC=CC=1.C(N(CC)CC)C, predict the reaction product. The product is: [Cl:60][C:48]1[CH:47]=[C:46]([NH:45][C:43]2[C:44]3[N:36]([CH2:35][CH2:34][O:33][CH2:32][CH2:31][OH:30])[CH:37]=[CH:38][C:39]=3[N:40]=[CH:41][N:42]=2)[CH:51]=[CH:50][C:49]=1[O:52][C:53]1[CH:54]=[C:55]([NH:59][C:1]([NH:19][CH:16]2[CH2:17][CH2:18][O:13][CH2:14][CH2:15]2)=[O:2])[CH:56]=[CH:57][CH:58]=1.